Dataset: Peptide-MHC class II binding affinity with 134,281 pairs from IEDB. Task: Regression. Given a peptide amino acid sequence and an MHC pseudo amino acid sequence, predict their binding affinity value. This is MHC class II binding data. (1) The MHC is DRB1_0101 with pseudo-sequence DRB1_0101. The peptide sequence is QRSQILQMVGMRRPQ. The binding affinity (normalized) is 0.876. (2) The peptide sequence is SNKAFAEGLSGEPKG. The MHC is DRB1_0802 with pseudo-sequence DRB1_0802. The binding affinity (normalized) is 0.237. (3) The peptide sequence is VKISGGPHISYP. The MHC is DRB1_1101 with pseudo-sequence DRB1_1101. The binding affinity (normalized) is 0.000805.